The task is: Predict which catalyst facilitates the given reaction.. This data is from Catalyst prediction with 721,799 reactions and 888 catalyst types from USPTO. Reactant: [CH3:1][C@H:2]1[CH2:8][NH:7][CH2:6][C:5]2[CH:9]=[CH:10][C:11]([C:13]([O:15][CH3:16])=[O:14])=[CH:12][C:4]=2[O:3]1.I[C:18]1[CH:23]=[CH:22][CH:21]=[CH:20][CH:19]=1.CC1(C)C2C(=C(P(C3C=CC=CC=3)C3C=CC=CC=3)C=CC=2)OC2C(P(C3C=CC=CC=3)C3C=CC=CC=3)=CC=CC1=2.C([O-])([O-])=O.[Cs+].[Cs+]. Product: [CH3:1][C@H:2]1[CH2:8][N:7]([C:18]2[CH:23]=[CH:22][CH:21]=[CH:20][CH:19]=2)[CH2:6][C:5]2[CH:9]=[CH:10][C:11]([C:13]([O:15][CH3:16])=[O:14])=[CH:12][C:4]=2[O:3]1. The catalyst class is: 231.